Dataset: Catalyst prediction with 721,799 reactions and 888 catalyst types from USPTO. Task: Predict which catalyst facilitates the given reaction. (1) Reactant: [NH2:1][C:2]1[CH:10]=[CH:9][C:8]([CH2:11][N:12]2[CH2:17][CH2:16][O:15][CH2:14][CH2:13]2)=[CH:7][C:3]=1[C:4]([NH2:6])=[O:5].[CH3:18][C:19]1[CH:24]=[C:23]([CH:25]=O)[CH:22]=[CH:21][N:20]=1.OS([O-])=O.[Na+].CC1C=CC(S(O)(=O)=O)=CC=1. Product: [CH3:18][C:19]1[CH:24]=[C:23]([C:25]2[NH:6][C:4](=[O:5])[C:3]3[C:2](=[CH:10][CH:9]=[C:8]([CH2:11][N:12]4[CH2:13][CH2:14][O:15][CH2:16][CH2:17]4)[CH:7]=3)[N:1]=2)[CH:22]=[CH:21][N:20]=1. The catalyst class is: 80. (2) Reactant: [O:1]1[CH2:5][CH2:4][O:3][CH:2]1[C:6]1[CH:7]=[CH:8][C:9]2[O:13][CH:12]=[CH:11][C:10]=2[CH:14]=1.C([Li])CCC.C1C=CC(S(N(S(C2C=CC=CC=2)(=O)=O)[F:30])(=O)=O)=CC=1.O. Product: [F:30][C:12]1[O:13][C:9]2[CH:8]=[CH:7][C:6]([CH:2]3[O:3][CH2:4][CH2:5][O:1]3)=[CH:14][C:10]=2[CH:11]=1. The catalyst class is: 56. (3) Reactant: [Br:1][C:2]1[CH:3]=[CH:4][C:5]([CH3:12])=[C:6]([CH:11]=1)[C:7](OC)=[O:8].Cl[N:14]1C(=O)CC[C:15]1=O. Product: [Br:1][C:2]1[CH:11]=[C:6]2[C:5]([CH2:12][N:14]([CH3:15])[C:7]2=[O:8])=[CH:4][CH:3]=1. The catalyst class is: 13. (4) Reactant: [OH:1][C:2]1[CH:9]=[C:8]([OH:10])[CH:7]=[CH:6][C:3]=1[CH:4]=[O:5].[Br:11][CH2:12][CH2:13][O:14][CH2:15][CH2:16]Br.C(=O)([O-])[O-].[K+].[K+]. Product: [Br:11][CH2:12][CH2:13][O:14][CH2:15][CH2:16][O:10][C:8]1[CH:7]=[CH:6][C:3]([CH:4]=[O:5])=[C:2]([OH:1])[CH:9]=1. The catalyst class is: 115. (5) Reactant: Cl.[NH2:2][OH:3].CC[N:6]([CH2:9][CH3:10])CC.[O:11]1[CH2:16][CH2:15][CH2:14][CH2:13][CH:12]1[O:17][CH2:18][C:19]1C=[CH:25][C:22](C#N)=[CH:21][CH:20]=1. Product: [OH:3][NH:2][C:9]([C:10]1[CH:25]=[CH:22][CH:21]=[CH:20][C:19]=1[CH2:18][O:17][CH:12]1[CH2:13][CH2:14][CH2:15][CH2:16][O:11]1)=[NH:6]. The catalyst class is: 14. (6) Reactant: [C:1]([O:5][C:6](=[O:20])[NH:7][C:8]([C:12]1[CH:17]=[C:16]([Br:18])[CH:15]=[CH:14][C:13]=1[F:19])([CH3:11])[CH2:9][OH:10])([CH3:4])([CH3:3])[CH3:2].[S:21](Cl)(Cl)=[O:22].N1C=CC=CC=1.Cl.[OH2:32]. Product: [C:1]([O:5][C:6]([N:7]1[C:8]([C:12]2[CH:17]=[C:16]([Br:18])[CH:15]=[CH:14][C:13]=2[F:19])([CH3:11])[CH2:9][O:10][S:21]1(=[O:22])=[O:32])=[O:20])([CH3:2])([CH3:3])[CH3:4]. The catalyst class is: 2. (7) Reactant: S(Cl)(Cl)=O.[Br:5][C:6]1[CH:7]=[CH:8][C:9]([C:12]([OH:14])=O)=[N:10][CH:11]=1.[NH2:15][C:16]([CH3:20])([CH3:19])[CH2:17][OH:18]. Product: [Br:5][C:6]1[CH:7]=[CH:8][C:9]([C:12]([NH:15][C:16]([CH3:20])([CH3:19])[CH2:17][OH:18])=[O:14])=[N:10][CH:11]=1. The catalyst class is: 2. (8) Reactant: Br[C:2]1[C:3]([F:10])=[CH:4][C:5]([CH3:9])=[C:6]([CH:8]=1)[NH2:7].[Cu][C:12]#[N:13].O.[OH-].[NH4+]. Product: [NH2:7][C:6]1[C:5]([CH3:9])=[CH:4][C:3]([F:10])=[C:2]([CH:8]=1)[C:12]#[N:13]. The catalyst class is: 60.